Dataset: Full USPTO retrosynthesis dataset with 1.9M reactions from patents (1976-2016). Task: Predict the reactants needed to synthesize the given product. (1) Given the product [N:1]([C:2]1[CH:3]=[CH:4][C:5]([O:8][C:9](=[O:18])[N:10]([CH3:17])[C:11]2[CH:16]=[CH:15][CH:14]=[CH:13][CH:12]=2)=[N:6][CH:7]=1)=[C:26]=[S:27], predict the reactants needed to synthesize it. The reactants are: [NH2:1][C:2]1[CH:3]=[CH:4][C:5]([O:8][C:9](=[O:18])[N:10]([CH3:17])[C:11]2[CH:16]=[CH:15][CH:14]=[CH:13][CH:12]=2)=[N:6][CH:7]=1.C1C=C(O[C:26](OC2N=CC=CC=2)=[S:27])N=CC=1. (2) Given the product [C:1]1([O:7][CH2:27][CH2:28][CH2:29][CH2:30][CH2:31][CH2:32][O:33][C:34]2[C:43]3[C:38](=[CH:39][CH:40]=[CH:41][CH:42]=3)[C:37](=[O:44])[C:36](=[O:45])[CH:35]=2)[CH:6]=[CH:5][CH:4]=[CH:3][CH:2]=1, predict the reactants needed to synthesize it. The reactants are: [C:1]1([OH:7])[CH:6]=[CH:5][CH:4]=[CH:3][CH:2]=1.[OH-].C([N+](CCCC)(CCCC)CCCC)CCC.I[CH2:27][CH2:28][CH2:29][CH2:30][CH2:31][CH2:32][O:33][C:34]1[C:43]2[C:38](=[CH:39][CH:40]=[CH:41][CH:42]=2)[C:37](=[O:44])[C:36](=[O:45])[CH:35]=1. (3) The reactants are: [C:1]([C:3]1[CH:4]=[C:5]2[C:9](=[CH:10][CH:11]=1)[NH:8][C:7](=[O:12])[C:6]2([CH2:21][NH:22][C@@H:23]([CH3:29])[C:24]([N:26]([CH3:28])[CH3:27])=[O:25])[C:13]1[CH:18]=[CH:17][CH:16]=[CH:15][C:14]=1[O:19][CH3:20])#[N:2].[F:30][C:31]([F:44])([F:43])[O:32][C:33]1[CH:38]=[CH:37][C:36]([S:39](Cl)(=[O:41])=[O:40])=[CH:35][CH:34]=1. Given the product [C:1]([C:3]1[CH:4]=[C:5]2[C:9](=[CH:10][CH:11]=1)[N:8]([S:39]([C:36]1[CH:35]=[CH:34][C:33]([O:32][C:31]([F:30])([F:43])[F:44])=[CH:38][CH:37]=1)(=[O:41])=[O:40])[C:7](=[O:12])[C:6]2([CH2:21][NH:22][C@@H:23]([CH3:29])[C:24]([N:26]([CH3:27])[CH3:28])=[O:25])[C:13]1[CH:18]=[CH:17][CH:16]=[CH:15][C:14]=1[O:19][CH3:20])#[N:2], predict the reactants needed to synthesize it. (4) The reactants are: [F:1][C:2]([F:11])([F:10])[C:3]1[CH:9]=[CH:8][C:6]([NH2:7])=[CH:5][CH:4]=1.C(N(CC)CC)C.[Cl-].ClC1N(C)CC[NH+]1C.[CH3:28][O:29][C:30]1[C:31](=[O:58])[C:32]([CH3:57])=[C:33]([CH2:39][C:40]2[CH:41]=[CH:42][C:43]([O:49][CH2:50][C:51]3[CH:52]=[N:53][CH:54]=[CH:55][CH:56]=3)=[C:44]([CH:48]=2)[C:45](O)=[O:46])[C:34](=[O:38])[C:35]=1[O:36][CH3:37]. Given the product [CH3:28][O:29][C:30]1[C:31](=[O:58])[C:32]([CH3:57])=[C:33]([CH2:39][C:40]2[CH:41]=[CH:42][C:43]([O:49][CH2:50][C:51]3[CH:52]=[N:53][CH:54]=[CH:55][CH:56]=3)=[C:44]([CH:48]=2)[C:45]([NH:7][C:6]2[CH:8]=[CH:9][C:3]([C:2]([F:10])([F:11])[F:1])=[CH:4][CH:5]=2)=[O:46])[C:34](=[O:38])[C:35]=1[O:36][CH3:37], predict the reactants needed to synthesize it. (5) Given the product [Br:1][C:2]1[CH:3]=[CH:4][C:5]([C:8]2[O:12][N:11]=[CH:10][C:9]=2[CH2:13][CH2:14][CH2:15][OH:16])=[CH:6][CH:7]=1, predict the reactants needed to synthesize it. The reactants are: [Br:1][C:2]1[CH:7]=[CH:6][C:5]([C:8]2[O:12][N:11]=[CH:10][C:9]=2[CH2:13][CH2:14][C:15](OC)=[O:16])=[CH:4][CH:3]=1.[H-].C([Al+]CC(C)C)C(C)C.Cl. (6) Given the product [F:1][C:2]1[CH:7]=[C:6]([F:8])[CH:5]=[CH:4][C:3]=1[N:9]1[C:13]([C:14]2[N:23]=[C:22]3[C:21]4[CH:24]=[CH:25][C:26]([CH2:28][NH2:29])=[CH:27][C:20]=4[O:19][CH2:18][CH2:17][N:16]3[CH:15]=2)=[N:12][C:11]([CH3:30])=[N:10]1, predict the reactants needed to synthesize it. The reactants are: [F:1][C:2]1[CH:7]=[C:6]([F:8])[CH:5]=[CH:4][C:3]=1[N:9]1[C:13]([C:14]2[N:23]=[C:22]3[N:16]([CH2:17][CH2:18][O:19][C:20]4[CH:27]=[C:26]([C:28]#[N:29])[CH:25]=[CH:24][C:21]=43)[CH:15]=2)=[N:12][C:11]([CH3:30])=[N:10]1.[AlH4-].[Li+].